From a dataset of CYP2C19 inhibition data for predicting drug metabolism from PubChem BioAssay. Regression/Classification. Given a drug SMILES string, predict its absorption, distribution, metabolism, or excretion properties. Task type varies by dataset: regression for continuous measurements (e.g., permeability, clearance, half-life) or binary classification for categorical outcomes (e.g., BBB penetration, CYP inhibition). Dataset: cyp2c19_veith. (1) The compound is CCOC(=O)c1c(C)nc2c(c1-c1ccc(OC)cc1)C(=O)CC(C)(C)C2. The result is 1 (inhibitor). (2) The molecule is COc1ccc2c(c1)C(=O)N(c1ccccc1)C(=O)C2. The result is 1 (inhibitor). (3) The drug is Cc1c(NC(=S)NC(=O)C(c2ccccc2)c2ccccc2)cccc1C(=O)O. The result is 0 (non-inhibitor).